From a dataset of Forward reaction prediction with 1.9M reactions from USPTO patents (1976-2016). Predict the product of the given reaction. (1) Given the reactants Br[C:2]1[CH:3]=[N:4][C:5]([O:8][C:9]2[C:10]([F:26])=[C:11]([C:19]3[N:20]=[CH:21][C:22]([NH2:25])=[N:23][CH:24]=3)[CH:12]=[CH:13][C:14]=2[CH:15]2[CH2:18][CH2:17][CH2:16]2)=[N:6][CH:7]=1.CC1(C)C(C)(C)OB([C:35]2[CH:36]=[N:37][C:38]([NH2:41])=[N:39][CH:40]=2)O1.C([O-])([O-])=O.[Na+].[Na+].C(Cl)Cl, predict the reaction product. The product is: [NH2:25][C:22]1[N:23]=[CH:24][C:19]([C:11]2[C:10]([F:26])=[C:9]([C:14]([CH:15]3[CH2:18][CH2:17][CH2:16]3)=[CH:13][CH:12]=2)[O:8][C:5]2[N:4]=[CH:3][C:2]([C:35]3[CH:36]=[N:37][C:38]([NH2:41])=[N:39][CH:40]=3)=[CH:7][N:6]=2)=[N:20][CH:21]=1. (2) Given the reactants [CH3:1][C:2]1[C:6]2[CH:7]=[C:8]([CH3:18])[C:9]([C:11]3[N:12]=[CH:13][C:14]([NH2:17])=[N:15][CH:16]=3)=[CH:10][C:5]=2[O:4][N:3]=1.[F:19][C:20]1[CH:28]=[CH:27][CH:26]=[C:25]([F:29])[C:21]=1[C:22](Cl)=[O:23].CCN(C(C)C)C(C)C.C([O-])(O)=O.[Na+].C(Cl)Cl, predict the reaction product. The product is: [F:19][C:20]1[CH:28]=[CH:27][CH:26]=[C:25]([F:29])[C:21]=1[C:22]([NH:17][C:14]1[CH:13]=[N:12][C:11]([C:9]2[C:8]([CH3:18])=[CH:7][C:6]3[C:2]([CH3:1])=[N:3][O:4][C:5]=3[CH:10]=2)=[CH:16][N:15]=1)=[O:23]. (3) Given the reactants [F:1][C:2]1[CH:3]=[C:4]([O:8][CH2:9][C:10](OC)=[O:11])[CH:5]=[CH:6][CH:7]=1.CC(C[AlH]CC(C)C)C, predict the reaction product. The product is: [F:1][C:2]1[CH:3]=[C:4]([O:8][CH2:9][CH:10]=[O:11])[CH:5]=[CH:6][CH:7]=1. (4) Given the reactants [CH:1]1([CH2:4][CH:5]([C:10]2[CH:15]=[CH:14][C:13]([NH:16][CH:17]([CH3:19])[CH3:18])=[CH:12][N:11]=2)[C:6]([O:8]C)=[O:7])[CH2:3][CH2:2]1.C1COCC1.CO.O.[OH-].[Li+], predict the reaction product. The product is: [CH:1]1([CH2:4][CH:5]([C:10]2[CH:15]=[CH:14][C:13]([NH:16][CH:17]([CH3:19])[CH3:18])=[CH:12][N:11]=2)[C:6]([OH:8])=[O:7])[CH2:3][CH2:2]1. (5) The product is: [NH2:103][CH2:102][C:93]1[CH:92]=[C:91]([NH:90][C:89]([O:88][CH2:87][CH2:86][C:83]2[CH:84]=[CH:85][C:80]([CH:76]([NH:75][C:71]3[CH:70]=[C:69]4[C:74](=[CH:73][CH:72]=3)[C:65]([N:64]([C:106]([O:108][C:109]([CH3:112])([CH3:111])[CH3:110])=[O:107])[C:62]([O:61][C:57]([CH3:60])([CH3:58])[CH3:59])=[O:63])=[N:66][CH:67]=[CH:68]4)[C:77]([OH:79])=[O:78])=[CH:81][C:82]=2[CH3:105])=[O:104])[CH:96]=[CH:95][C:94]=1[S:97]([CH2:100][CH3:101])(=[O:99])=[O:98]. Given the reactants NCC1C=C(NC(=O)N(CCC2C=CC(C(NC3C=C4C(=CC=3)C(N(C(OC(C)(C)C)=O)C(OC(C)(C)C)=O)=NC=C4)C(O)=O)=CC=2)C)C=CC=1S(CC)(=O)=O.[C:57]([O:61][C:62]([N:64]([C:106]([O:108][C:109]([CH3:112])([CH3:111])[CH3:110])=[O:107])[C:65]1[C:74]2[C:69](=[CH:70][C:71]([NH:75][CH:76]([C:80]3[CH:85]=[CH:84][C:83]([CH2:86][CH2:87][O:88][C:89](=[O:104])[NH:90][C:91]4[CH:96]=[CH:95][C:94]([S:97]([CH2:100][CH3:101])(=[O:99])=[O:98])=[C:93]([C:102]#[N:103])[CH:92]=4)=[C:82]([CH3:105])[CH:81]=3)[C:77]([OH:79])=[O:78])=[CH:72][CH:73]=2)[CH:68]=[CH:67][N:66]=1)=[O:63])([CH3:60])([CH3:59])[CH3:58], predict the reaction product. (6) Given the reactants [CH3:1][CH:2]([CH3:15])[C:3](=O)[CH2:4][C:5]([NH:7][C:8]1[CH:13]=[CH:12][CH:11]=[CH:10][CH:9]=1)=[O:6], predict the reaction product. The product is: [CH:2]([C:3]1[C:13]2[C:8](=[CH:9][CH:10]=[CH:11][CH:12]=2)[N:7]=[C:5]([OH:6])[CH:4]=1)([CH3:15])[CH3:1]. (7) Given the reactants Cl[C:2]1[NH:3][C:4]2[CH:10]=[CH:9][CH:8]=[CH:7][C:5]=2[N:6]=1.[NH2:11][C:12]1[CH:17]=[CH:16][CH:15]=[CH:14][C:13]=1[C:18]1[CH:23]=[CH:22][CH:21]=[CH:20][CH:19]=1, predict the reaction product. The product is: [N:6]1[C:5]2[CH:7]=[CH:8][CH:9]=[CH:10][C:4]=2[NH:3][C:2]=1[NH:11][C:12]1[CH:17]=[CH:16][CH:15]=[CH:14][C:13]=1[C:18]1[CH:19]=[CH:20][CH:21]=[CH:22][CH:23]=1. (8) Given the reactants [F:1][C:2]([F:44])([F:43])[C:3]1[CH:4]=[C:5]([C@H:13]([N:15]([CH3:42])[C:16]([N:18]2[CH2:23][CH2:22][C@H:21]([N:24]3[CH2:29][CH2:28][N:27]4[C:30](=[O:33])[CH2:31][CH2:32][C@H:26]4[CH2:25]3)[CH2:20][C@@H:19]2[C:34]2[CH:39]=[CH:38][C:37]([F:40])=[CH:36][C:35]=2[CH3:41])=[O:17])[CH3:14])[CH:6]=[C:7]([C:9]([F:12])([F:11])[F:10])[CH:8]=1.FC(F)(F)C1C=C([C@H](N(C)C(N2CC[C@@H](N3CCN4C(=O)CC[C@H]4C3)C[C@@H]2C2C=CC(F)=CC=2C)=O)C)C=C(C(F)(F)F)C=1.[C:89]([OH:96])(=[O:95])/[CH:90]=[CH:91]\[C:92]([OH:94])=[O:93].C(CC(C)(C)C)(C)C, predict the reaction product. The product is: [CH3:41][C:35]1[CH:36]=[C:37]([F:40])[CH:38]=[CH:39][C:34]=1[C@@H:19]1[N:18]([C:16]([N:15]([C@@H:13]([C:5]2[CH:4]=[C:3]([C:2]([F:1])([F:43])[F:44])[CH:8]=[C:7]([C:9]([F:12])([F:11])[F:10])[CH:6]=2)[CH3:14])[CH3:42])=[O:17])[CH2:23][CH2:22][C@H:21]([N:24]2[CH2:25][C@@H:26]3[CH2:32][CH2:31][C:30](=[O:33])[N:27]3[CH2:28][CH2:29]2)[CH2:20]1.[CH:90](/[C:89]([OH:96])=[O:95])=[CH:91]/[C:92]([OH:94])=[O:93]. (9) Given the reactants [C:1]([C:4]1[CH:9]=[C:8]([O:10][CH3:11])[C:7]([O:12][CH3:13])=[CH:6][C:5]=1[N+:14]([O-])=O)([CH3:3])=[CH2:2].[H][H], predict the reaction product. The product is: [CH:1]([C:4]1[CH:9]=[C:8]([O:10][CH3:11])[C:7]([O:12][CH3:13])=[CH:6][C:5]=1[NH2:14])([CH3:3])[CH3:2]. (10) Given the reactants [CH2:1]([O:8][C:9]1[CH:10]=[C:11]2[C:16](=[CH:17][CH:18]=1)[C:15](=[O:19])[N:14]([CH2:20][CH:21]([CH3:23])[CH3:22])[C:13]([CH2:24]O)=[C:12]2[C:26]1[CH:31]=[CH:30][CH:29]=[CH:28][CH:27]=1)[C:2]1[CH:7]=[CH:6][CH:5]=[CH:4][CH:3]=1.S(Cl)([Cl:34])=O.C(=O)([O-])O.[Na+], predict the reaction product. The product is: [CH2:1]([O:8][C:9]1[CH:10]=[C:11]2[C:16](=[CH:17][CH:18]=1)[C:15](=[O:19])[N:14]([CH2:20][CH:21]([CH3:23])[CH3:22])[C:13]([CH2:24][Cl:34])=[C:12]2[C:26]1[CH:31]=[CH:30][CH:29]=[CH:28][CH:27]=1)[C:2]1[CH:7]=[CH:6][CH:5]=[CH:4][CH:3]=1.